From a dataset of Buchwald-Hartwig C-N cross coupling reaction yields with 55,370 reactions. Predict the reaction yield, written as a fraction of the theoretical maximum amount of product (1.0 means a 100% yield; for example, 0.34 means a 34% yield). The reactants are CCc1ccc(Cl)cc1.Cc1ccc(N)cc1.O=S(=O)(O[Pd]1c2ccccc2-c2ccccc2N~1)C(F)(F)F.COc1ccc(OC)c(P(C(C)(C)C)C(C)(C)C)c1-c1c(C(C)C)cc(C(C)C)cc1C(C)C.CCN=P(N=P(N(C)C)(N(C)C)N(C)C)(N(C)C)N(C)C.c1ccc(-c2ccno2)cc1. No catalyst specified. The product is CCc1ccc(Nc2ccc(C)cc2)cc1. The yield is 0.0434.